This data is from NCI-60 drug combinations with 297,098 pairs across 59 cell lines. The task is: Regression. Given two drug SMILES strings and cell line genomic features, predict the synergy score measuring deviation from expected non-interaction effect. (1) Synergy scores: CSS=14.1, Synergy_ZIP=-5.22, Synergy_Bliss=2.89, Synergy_Loewe=0.677, Synergy_HSA=3.20. Drug 2: C1CN(CCN1C(=O)CCBr)C(=O)CCBr. Drug 1: C1=C(C(=O)NC(=O)N1)N(CCCl)CCCl. Cell line: SK-MEL-28. (2) Drug 1: C1=CN(C=N1)CC(O)(P(=O)(O)O)P(=O)(O)O. Drug 2: CN1C2=C(C=C(C=C2)N(CCCl)CCCl)N=C1CCCC(=O)O.Cl. Cell line: MOLT-4. Synergy scores: CSS=-1.60, Synergy_ZIP=-0.341, Synergy_Bliss=-7.71, Synergy_Loewe=-10.5, Synergy_HSA=-12.9. (3) Drug 1: C1CCC(CC1)NC(=O)N(CCCl)N=O. Drug 2: C1=CN(C=N1)CC(O)(P(=O)(O)O)P(=O)(O)O. Cell line: SK-MEL-5. Synergy scores: CSS=-2.24, Synergy_ZIP=-3.00, Synergy_Bliss=-11.1, Synergy_Loewe=-17.8, Synergy_HSA=-14.9. (4) Drug 1: CC1=CC2C(CCC3(C2CCC3(C(=O)C)OC(=O)C)C)C4(C1=CC(=O)CC4)C. Drug 2: CCC1=C2CN3C(=CC4=C(C3=O)COC(=O)C4(CC)O)C2=NC5=C1C=C(C=C5)O. Cell line: HCT116. Synergy scores: CSS=39.9, Synergy_ZIP=-0.530, Synergy_Bliss=0.655, Synergy_Loewe=-30.1, Synergy_HSA=1.56.